This data is from Peptide-MHC class II binding affinity with 134,281 pairs from IEDB. The task is: Regression. Given a peptide amino acid sequence and an MHC pseudo amino acid sequence, predict their binding affinity value. This is MHC class II binding data. (1) The peptide sequence is KTLEAAFTVSSKRNL. The MHC is DRB1_0405 with pseudo-sequence DRB1_0405. The binding affinity (normalized) is 0.258. (2) The peptide sequence is EKDYFAATQFEPLAA. The MHC is HLA-DQA10501-DQB10301 with pseudo-sequence HLA-DQA10501-DQB10301. The binding affinity (normalized) is 0.361. (3) The peptide sequence is LSFMDKGIPFMKMNI. The MHC is HLA-DQA10303-DQB10402 with pseudo-sequence HLA-DQA10303-DQB10402. The binding affinity (normalized) is 0.549. (4) The peptide sequence is QGVTAEITPQASTTE. The MHC is DRB1_0401 with pseudo-sequence DRB1_0401. The binding affinity (normalized) is 0.812. (5) The peptide sequence is ILSHVKFNFGDFYSE. The MHC is DRB1_0802 with pseudo-sequence DRB1_0802. The binding affinity (normalized) is 0.202. (6) The peptide sequence is QVAKAGLKTNDRKWC. The MHC is DRB5_0101 with pseudo-sequence DRB5_0101. The binding affinity (normalized) is 0.872. (7) The peptide sequence is SSLLRNDVPMAGPLV. The MHC is DRB1_0301 with pseudo-sequence DRB1_0301. The binding affinity (normalized) is 0.684. (8) The binding affinity (normalized) is 0.194. The peptide sequence is TLTEALRVIAGTLEV. The MHC is HLA-DQA10101-DQB10501 with pseudo-sequence HLA-DQA10101-DQB10501. (9) The peptide sequence is FAEYKSDYVYQPFPK. The MHC is HLA-DQA10201-DQB10202 with pseudo-sequence HLA-DQA10201-DQB10202. The binding affinity (normalized) is 0.305. (10) The peptide sequence is YDKFLANVCTVLTGK. The MHC is DRB1_0101 with pseudo-sequence DRB1_0101. The binding affinity (normalized) is 0.691.